Dataset: Full USPTO retrosynthesis dataset with 1.9M reactions from patents (1976-2016). Task: Predict the reactants needed to synthesize the given product. (1) Given the product [CH3:4][C:2]([O:5][C:6]([N:8]([CH3:17])[CH2:9][CH:10]([OH:15])[CH2:11][C:12]([O-:14])=[O:13])=[O:7])([CH3:1])[CH3:3].[Na+:16], predict the reactants needed to synthesize it. The reactants are: [CH3:1][C:2]([O:5][C:6]([NH:8][CH2:9][C@@H:10]([OH:15])[CH2:11][C:12]([O-:14])=[O:13])=[O:7])([CH3:4])[CH3:3].[Na+:16].[CH3:17]C(OC(NC[C@@H](O)CC(O)=O)=O)(C)C. (2) Given the product [Cl:1][C:2]1[CH:10]=[CH:9][CH:8]=[CH:7][C:3]=1[C:4]([Cl:13])=[O:5], predict the reactants needed to synthesize it. The reactants are: [Cl:1][C:2]1[CH:10]=[CH:9][CH:8]=[CH:7][C:3]=1[C:4](O)=[O:5].O=S(Cl)[Cl:13]. (3) Given the product [CH3:1][C:2]1[C@@H:19]([O:20][C:21]([C@H:23]([O:40][C:5]([CH2:4][CH2:3][CH2:2][C:67]([OH:66])=[O:68])=[O:6])[C@@H:24]([NH:31][C:32]([C:34]2[CH:39]=[CH:38][CH:37]=[CH:36][CH:35]=2)=[O:33])[C:25]2[CH:26]=[CH:27][CH:28]=[CH:29][CH:30]=2)=[O:22])[CH2:18][C@:14]2([OH:41])[C:15]([CH3:16])([CH3:17])[C:3]=1[C@@H:4]([O:59][C:60]([CH3:62])=[O:61])[C:5]([C@@:7]1([CH3:58])[C@H:12]([C@@H:13]2[O:42][C:43]([C:45]2[CH:50]=[CH:49][CH:48]=[CH:47][CH:46]=2)=[O:44])[C@:11]2([O:53][C:54]([CH3:56])=[O:55])[CH2:51][O:52][C@@H:10]2[CH2:9][C@@H:8]1[OH:57])=[O:6], predict the reactants needed to synthesize it. The reactants are: [CH3:1][C:2]1[C@@H:19]([O:20][C:21]([C@H:23]([OH:40])[C@@H:24]([NH:31][C:32]([C:34]2[CH:35]=[CH:36][CH:37]=[CH:38][CH:39]=2)=[O:33])[C:25]2[CH:26]=[CH:27][CH:28]=[CH:29][CH:30]=2)=[O:22])[CH2:18][C@:14]2([OH:41])[C:15]([CH3:17])([CH3:16])[C:3]=1[C@@H:4]([O:59][C:60]([CH3:62])=[O:61])[C:5]([C@@:7]1([CH3:58])[C@H:12]([C@@H:13]2[O:42][C:43]([C:45]2[CH:46]=[CH:47][CH:48]=[CH:49][CH:50]=2)=[O:44])[C@:11]2([O:53][C:54]([CH3:56])=[O:55])[CH2:51][O:52][C@@H:10]2[CH2:9][C@@H:8]1[OH:57])=[O:6].ClC(Cl)(Cl)C[O:66][C:67](Cl)=[O:68]. (4) Given the product [C:36]([C:35]1[CH:34]=[C:33]([CH2:32][CH2:31][CH:30]([NH:29][S:17]([C:12]2[C:11]3[CH:10]=[CH:9][NH:8][C:16]=3[CH:15]=[CH:14][CH:13]=2)(=[O:18])=[O:19])[C:41]([N:43]2[CH2:44][CH2:45][CH:46]([CH3:49])[CH2:47][CH2:48]2)=[O:42])[CH:40]=[CH:39][CH:38]=1)#[N:37], predict the reactants needed to synthesize it. The reactants are: C(OC([N:8]1[C:16]2[CH:15]=[CH:14][CH:13]=[C:12]([S:17]([OH:19])=[O:18])[C:11]=2[CH:10]=[CH:9]1)=O)(C)(C)C.[Li].C1C(=O)N(Cl)C(=O)C1.[NH2:29][CH:30]([C:41]([N:43]1[CH2:48][CH2:47][CH:46]([CH3:49])[CH2:45][CH2:44]1)=[O:42])[CH2:31][CH2:32][C:33]1[CH:34]=[C:35]([CH:38]=[CH:39][CH:40]=1)[C:36]#[N:37].[O-]S([O-])=O.[Na+].[Na+].